From a dataset of Full USPTO retrosynthesis dataset with 1.9M reactions from patents (1976-2016). Predict the reactants needed to synthesize the given product. Given the product [CH3:1][O:2][C:3](=[O:16])[C:4]1[CH:9]=[CH:8][C:7]([CH:17]2[CH2:19][CH2:18]2)=[C:6]([O:11][C:12]([F:15])([F:14])[F:13])[CH:5]=1, predict the reactants needed to synthesize it. The reactants are: [CH3:1][O:2][C:3](=[O:16])[C:4]1[CH:9]=[CH:8][C:7](Br)=[C:6]([O:11][C:12]([F:15])([F:14])[F:13])[CH:5]=1.[CH:17]1(B(O)O)[CH2:19][CH2:18]1.C(=O)([O-])[O-].[Cs+].[Cs+].C(=O)(O)[O-].[Na+].